Dataset: Full USPTO retrosynthesis dataset with 1.9M reactions from patents (1976-2016). Task: Predict the reactants needed to synthesize the given product. (1) Given the product [CH2:1]([C@H:3]1[CH2:4][CH2:5][C@H:6]([O:9][C:10]2[CH:11]=[CH:12][C:13]([CH:16]3[CH2:21][CH2:20][N:19]([CH2:22][CH2:23][C:24]([O:26][CH2:27][CH3:28])=[O:25])[CH2:18][CH2:17]3)=[CH:14][CH:15]=2)[CH2:7][CH2:8]1)[CH3:2], predict the reactants needed to synthesize it. The reactants are: [CH2:1]([C@H:3]1[CH2:8][CH2:7][C@H:6]([O:9][C:10]2[CH:15]=[CH:14][C:13]([C:16]3[CH2:21][CH2:20][N:19]([CH2:22][CH2:23][C:24]([O:26][CH2:27][CH3:28])=[O:25])[CH2:18][CH:17]=3)=[CH:12][CH:11]=2)[CH2:5][CH2:4]1)[CH3:2]. (2) The reactants are: [NH2:1][C:2]1[S:3][C:4]2[CH:10]=[C:9]([O:11][C:12]3[CH:13]=[C:14]([NH:18][C:19](=[O:31])[C:20]4[CH:25]=[CH:24][CH:23]=[C:22]([C:26]([C:29]#[N:30])([CH3:28])[CH3:27])[CH:21]=4)[CH:15]=[CH:16][CH:17]=3)[CH:8]=[CH:7][C:5]=2[N:6]=1.[C:32](Cl)(=[O:34])[CH3:33].C(N(CC)CC)C. Given the product [C:32]([NH:1][C:2]1[S:3][C:4]2[CH:10]=[C:9]([O:11][C:12]3[CH:13]=[C:14]([NH:18][C:19](=[O:31])[C:20]4[CH:25]=[CH:24][CH:23]=[C:22]([C:26]([C:29]#[N:30])([CH3:27])[CH3:28])[CH:21]=4)[CH:15]=[CH:16][CH:17]=3)[CH:8]=[CH:7][C:5]=2[N:6]=1)(=[O:34])[CH3:33], predict the reactants needed to synthesize it.